Dataset: Reaction yield outcomes from USPTO patents with 853,638 reactions. Task: Predict the reaction yield, written as a fraction of the theoretical maximum amount of product (1.0 means a 100% yield; for example, 0.34 means a 34% yield). (1) The reactants are [CH3:1][O:2][C:3](=[O:30])[CH:4]([N:15](C(OC(C)(C)C)=O)C(OC(C)(C)C)=O)[CH2:5][N:6]1[CH2:11][CH2:10][C:9]2[NH:12][N:13]=[CH:14][C:8]=2[CH2:7]1.FC(F)(F)C(O)=O. The catalyst is C(Cl)Cl. The product is [CH3:1][O:2][C:3](=[O:30])[CH:4]([NH2:15])[CH2:5][N:6]1[CH2:11][CH2:10][C:9]2[NH:12][N:13]=[CH:14][C:8]=2[CH2:7]1. The yield is 0.950. (2) The reactants are [F:1][C:2]1[CH:7]=[CH:6][CH:5]=[CH:4][C:3]=1[C:8]1[N:9]=[C:10]([CH2:22][N:23](C)[C:24](=O)OC(C)(C)C)[S:11][C:12]=1[S:13]([C:16]1[CH:17]=[N:18][N:19]([CH3:21])[CH:20]=1)(=[O:15])=[O:14].C(OCC)(=O)C.C(OCC)(=O)C.[ClH:44]. The catalyst is C(O)C. The product is [ClH:44].[F:1][C:2]1[CH:7]=[CH:6][CH:5]=[CH:4][C:3]=1[C:8]1[N:9]=[C:10]([CH2:22][NH:23][CH3:24])[S:11][C:12]=1[S:13]([C:16]1[CH:17]=[N:18][N:19]([CH3:21])[CH:20]=1)(=[O:14])=[O:15]. The yield is 0.590.